This data is from Catalyst prediction with 721,799 reactions and 888 catalyst types from USPTO. The task is: Predict which catalyst facilitates the given reaction. (1) Reactant: [CH:1]1([CH2:4][C:5]([NH:13]S(C(C)(C)C)=O)([CH3:12])[C:6]2[O:7][C:8]([CH3:11])=[N:9][N:10]=2)[CH2:3][CH2:2]1.Cl.O1CCOCC1. Product: [CH:1]1([CH2:4][C:5]([C:6]2[O:7][C:8]([CH3:11])=[N:9][N:10]=2)([NH2:13])[CH3:12])[CH2:3][CH2:2]1. The catalyst class is: 5. (2) Reactant: [NH2:1][C:2]1[CH:3]=[C:4]([CH:15]=[CH:16][CH:17]=1)[C:5]([NH:7][CH2:8][CH2:9][CH2:10][C:11]([O:13]C)=[O:12])=[O:6].[OH:18][C:19]1[CH:27]=[CH:26][CH:25]=[CH:24][C:20]=1[C:21](Cl)=[O:22].CCN(CC)CC.[OH-].[Na+].Cl. Product: [OH:18][C:19]1[CH:27]=[CH:26][CH:25]=[CH:24][C:20]=1[C:21]([NH:1][C:2]1[CH:3]=[C:4]([CH:15]=[CH:16][CH:17]=1)[C:5]([NH:7][CH2:8][CH2:9][CH2:10][C:11]([OH:13])=[O:12])=[O:6])=[O:22]. The catalyst class is: 13. (3) Reactant: [CH3:1][O:2][C:3]1[N:8]=[C:7]2[CH:9]=[CH:10][NH:11][C:6]2=[CH:5][CH:4]=1.[C:12](O[C:12]([O:14][C:15]([CH3:18])([CH3:17])[CH3:16])=[O:13])([O:14][C:15]([CH3:18])([CH3:17])[CH3:16])=[O:13]. Product: [C:15]([O:14][C:12]([N:11]1[C:6]2[C:7](=[N:8][C:3]([O:2][CH3:1])=[CH:4][CH:5]=2)[CH:9]=[CH:10]1)=[O:13])([CH3:18])([CH3:17])[CH3:16]. The catalyst class is: 119. (4) Reactant: [H-].[Na+].[Br:3][C:4]1[CH:18]=[CH:17][C:7]([C:8]([C:10]2[CH:15]=[CH:14][C:13]([Br:16])=[CH:12][CH:11]=2)=O)=[CH:6][CH:5]=1.[C:19]([O:22][CH2:23][CH3:24])(=[O:21])[CH3:20]. Product: [CH2:23]([O:22][C:19](=[O:21])[CH:20]=[C:8]([C:10]1[CH:15]=[CH:14][C:13]([Br:16])=[CH:12][CH:11]=1)[C:7]1[CH:17]=[CH:18][C:4]([Br:3])=[CH:5][CH:6]=1)[CH3:24]. The catalyst class is: 295. (5) Reactant: [BrH:1].BrCC[NH:5][OH:6].[C:15](O[C:15]([O:17][C:18]([CH3:21])([CH3:20])[CH3:19])=[O:16])([O:17][C:18]([CH3:21])([CH3:20])[CH3:19])=[O:16].CCN([CH2:27][CH3:28])CC. Product: [C:18]([O:17][C:15](=[O:16])[NH:5][O:6][CH2:27][CH2:28][Br:1])([CH3:19])([CH3:20])[CH3:21]. The catalyst class is: 91.